This data is from Forward reaction prediction with 1.9M reactions from USPTO patents (1976-2016). The task is: Predict the product of the given reaction. Given the reactants [CH3:1][O:2][C:3]1[CH:4]=[C:5]2[C:10](=[CH:11][C:12]=1[O:13][CH3:14])[N:9]=[CH:8][N:7]=[C:6]2[N:15]1[CH2:20][CH2:19][CH:18]([NH:21][CH:22]2[CH2:31][C:30]3[C:25](=[CH:26][CH:27]=[CH:28][CH:29]=3)[NH:24][C:23]2=[O:32])[CH2:17][CH2:16]1.I[C:34]1[CH:39]=[CH:38][N:37]=[C:36]([C:40]#[N:41])[CH:35]=1, predict the reaction product. The product is: [CH3:1][O:2][C:3]1[CH:4]=[C:5]2[C:10](=[CH:11][C:12]=1[O:13][CH3:14])[N:9]=[CH:8][N:7]=[C:6]2[N:15]1[CH2:16][CH2:17][CH:18]([NH:21][CH:22]2[CH2:31][C:30]3[C:25](=[CH:26][CH:27]=[CH:28][CH:29]=3)[N:24]([C:34]3[CH:39]=[CH:38][N:37]=[C:36]([C:40]#[N:41])[CH:35]=3)[C:23]2=[O:32])[CH2:19][CH2:20]1.